This data is from Forward reaction prediction with 1.9M reactions from USPTO patents (1976-2016). The task is: Predict the product of the given reaction. (1) Given the reactants [C:1]([Si:5]([O:8][CH:9]1[C:14]([CH3:16])([CH3:15])[CH2:13][CH2:12][C:11](I)=[CH:10]1)([CH3:7])[CH3:6])([CH3:4])([CH3:3])[CH3:2].[Li]C(C)(C)C.CN([CH:26]=[O:27])C, predict the reaction product. The product is: [Si:5]([O:8][CH:9]1[C:14]([CH3:16])([CH3:15])[CH2:13][CH2:12][C:11]([CH:26]=[O:27])=[CH:10]1)([C:1]([CH3:4])([CH3:3])[CH3:2])([CH3:7])[CH3:6]. (2) The product is: [Cl:25][C:11]1[O:10][N:9]=[C:8]2[C:6]3[CH:7]=[C:2]([CH3:1])[CH:3]=[CH:4][C:5]=3[O:15][CH2:14][CH2:13][C:12]=12. Given the reactants [CH3:1][C:2]1[CH:3]=[CH:4][C:5]2[O:15][CH2:14][CH2:13][C:12]3[C:8](=[N:9][O:10][C:11]=3O)[C:6]=2[CH:7]=1.C(OCC)(=O)C.P(Cl)(Cl)([Cl:25])=O, predict the reaction product.